Dataset: Human liver microsome stability data. Task: Regression/Classification. Given a drug SMILES string, predict its absorption, distribution, metabolism, or excretion properties. Task type varies by dataset: regression for continuous measurements (e.g., permeability, clearance, half-life) or binary classification for categorical outcomes (e.g., BBB penetration, CYP inhibition). Dataset: hlm. The compound is CC(C)CCN1CCN(C(=O)c2ccc3nc(O)c4c(c3c2)CCSC4)CC1. The result is 1 (stable in human liver microsomes).